This data is from Forward reaction prediction with 1.9M reactions from USPTO patents (1976-2016). The task is: Predict the product of the given reaction. (1) Given the reactants Cl[C:2]1[N:18]=[C:5]2[C:6]([NH:10][CH2:11][C:12]3[CH:13]=[N:14][CH:15]=[CH:16][CH:17]=3)=[CH:7][CH:8]=[CH:9][N:4]2[N:3]=1.[CH3:19][N:20]1[CH2:25][CH2:24][N:23]([C:26]2[CH:27]=[C:28]([CH:30]=[CH:31][CH:32]=2)[NH2:29])[CH2:22][CH2:21]1.C1(P(C2CCCCC2)C2C=CC=CC=2C2C=CC=CC=2P(C2CCCCC2)C2CCCCC2)CCCCC1, predict the reaction product. The product is: [CH3:19][N:20]1[CH2:21][CH2:22][N:23]([C:26]2[CH:27]=[C:28]([NH:29][C:2]3[N:18]=[C:5]4[C:6]([NH:10][CH2:11][C:12]5[CH:13]=[N:14][CH:15]=[CH:16][CH:17]=5)=[CH:7][CH:8]=[CH:9][N:4]4[N:3]=3)[CH:30]=[CH:31][CH:32]=2)[CH2:24][CH2:25]1. (2) Given the reactants [C:1]1([C:7]2[N:12]=[CH:11][C:10]([CH2:13][CH2:14][NH2:15])=[CH:9][CH:8]=2)[CH:6]=[CH:5][CH:4]=[CH:3][CH:2]=1.[CH2:16]([O:18][C:19](=[O:31])[CH2:20][O:21][C:22](OC1C=CC=CC=1)=[O:23])[CH3:17], predict the reaction product. The product is: [CH2:16]([O:18][C:19](=[O:31])[CH2:20][O:21][C:22]([NH:15][CH2:14][CH2:13][C:10]1[CH:11]=[N:12][C:7]([C:1]2[CH:6]=[CH:5][CH:4]=[CH:3][CH:2]=2)=[CH:8][CH:9]=1)=[O:23])[CH3:17]. (3) Given the reactants Cl[C:2]1[C:11]2[C:6](=[CH:7][CH:8]=[C:9]([O:12][CH3:13])[CH:10]=2)[N:5]=[C:4]([C:14]2[CH:21]=[CH:20][C:17]([C:18]#[N:19])=[CH:16][CH:15]=2)[CH:3]=1.[F-:22].[Cs+], predict the reaction product. The product is: [F:22][C:2]1[C:11]2[C:6](=[CH:7][CH:8]=[C:9]([O:12][CH3:13])[CH:10]=2)[N:5]=[C:4]([C:14]2[CH:21]=[CH:20][C:17]([C:18]#[N:19])=[CH:16][CH:15]=2)[CH:3]=1. (4) Given the reactants [CH2:1]([O:8][C@H:9]1[CH2:14][CH2:13][CH2:12][CH2:11][C@@H:10]1[N:15]1[C:19]([C:20]2[CH:25]=[CH:24][CH:23]=[CH:22][CH:21]=2)=[C:18]([C:26](O)=[O:27])[N:17]=[CH:16]1)[C:2]1[CH:7]=[CH:6][CH:5]=[CH:4][CH:3]=1.[CH2:29]([C@H:36]1[NH:41][CH2:40][CH2:39][N:38]([C:42]([O:44][C:45]([CH3:48])([CH3:47])[CH3:46])=[O:43])[CH2:37]1)[C:30]1[CH:35]=[CH:34][CH:33]=[CH:32][CH:31]=1.CCN=C=NCCCN(C)C.Cl.C1C=CC2N(O)N=NC=2C=1.C(=O)([O-])O.[Na+], predict the reaction product. The product is: [CH2:29]([C@H:36]1[N:41]([C:26]([C:18]2[N:17]=[CH:16][N:15]([C@H:10]3[CH2:11][CH2:12][CH2:13][CH2:14][C@@H:9]3[O:8][CH2:1][C:2]3[CH:7]=[CH:6][CH:5]=[CH:4][CH:3]=3)[C:19]=2[C:20]2[CH:21]=[CH:22][CH:23]=[CH:24][CH:25]=2)=[O:27])[CH2:40][CH2:39][N:38]([C:42]([O:44][C:45]([CH3:48])([CH3:47])[CH3:46])=[O:43])[CH2:37]1)[C:30]1[CH:31]=[CH:32][CH:33]=[CH:34][CH:35]=1. (5) The product is: [NH:8]1[C:9]2[C:5]3[CH:6]([CH2:13][C:14](=[O:16])[NH:1][C:4]=3[CH:12]=[CH:11][CH:10]=2)[CH2:7]1. Given the reactants [N+:1]([C:4]1[CH:12]=[CH:11][CH:10]=[C:9]2[C:5]=1[CH:6]([CH2:13][C:14]([O:16]CC)=O)[CH2:7][NH:8]2)([O-])=O.S(S([O-])=O)([O-])=O.[Na+].[Na+].Cl.C([O-])(O)=O.[Na+], predict the reaction product. (6) The product is: [CH:7]1([NH:10][C:11]2[N:16]=[C:15]([NH:17][C:18]3[CH:23]=[CH:22][CH:21]=[C:20]([O:24][CH3:25])[CH:19]=3)[C:14]([NH:26][C:28]3[CH:33]=[CH:32][CH:31]=[C:30]([O:34][CH3:35])[CH:29]=3)=[CH:13][N:12]=2)[CH2:9][CH2:8]1. Given the reactants CC(C)([O-])C.[Na+].[CH:7]1([NH:10][C:11]2[N:16]=[C:15]([NH:17][C:18]3[CH:23]=[CH:22][CH:21]=[C:20]([O:24][CH3:25])[CH:19]=3)[C:14]([NH2:26])=[CH:13][N:12]=2)[CH2:9][CH2:8]1.Br[C:28]1[CH:29]=[C:30]([O:34][CH3:35])[CH:31]=[CH:32][CH:33]=1, predict the reaction product.